Dataset: Catalyst prediction with 721,799 reactions and 888 catalyst types from USPTO. Task: Predict which catalyst facilitates the given reaction. (1) Reactant: [CH3:1][C:2]1[CH:11]=[N:10][C:9]2[C:4](=[CH:5][CH:6]=[CH:7][CH:8]=2)[N:3]=1.[Br:12]N1C(=O)CCC1=O.C1(C(OOC(=O)C2C=CC=CC=2)=O)C=CC=CC=1. Product: [Br:12][CH2:1][C:2]1[CH:11]=[N:10][C:9]2[C:4](=[CH:5][CH:6]=[CH:7][CH:8]=2)[N:3]=1. The catalyst class is: 53. (2) Reactant: [Br:1][C:2]1[CH:3]=[C:4]2[C:12](=[CH:13][CH:14]=1)[NH:11][C:10]1[CH2:9][CH2:8][CH:7]([CH3:15])[CH2:6][C:5]2=1.[H-].[Na+].[C:18]([O:22][C:23](O[C:23]([O:22][C:18]([CH3:21])([CH3:20])[CH3:19])=[O:24])=[O:24])([CH3:21])([CH3:20])[CH3:19]. Product: [Br:1][C:2]1[CH:3]=[C:4]2[C:12](=[CH:13][CH:14]=1)[N:11]([C:23]([O:22][C:18]([CH3:21])([CH3:20])[CH3:19])=[O:24])[C:10]1[CH2:9][CH2:8][CH:7]([CH3:15])[CH2:6][C:5]2=1. The catalyst class is: 1. (3) Reactant: [I-].[C:9]1([I+][C:9]2[CH:14]=[CH:13][CH:12]=[CH:11][CH:10]=2)[CH:14]=[CH:13][CH:12]=[CH:11][CH:10]=1.[OH:15][C:16]1[CH:17]=[N:18][C:19]([CH3:22])=[CH:20][CH:21]=1.CC(C)([O-])C.[K+].O1CCCC1. Product: [CH3:22][C:19]1[CH:20]=[CH:21][C:16]([O:15][C:9]2[CH:10]=[CH:11][CH:12]=[CH:13][CH:14]=2)=[CH:17][N:18]=1. The catalyst class is: 6.